This data is from Forward reaction prediction with 1.9M reactions from USPTO patents (1976-2016). The task is: Predict the product of the given reaction. (1) The product is: [CH2:1]([C@H:8]1[C@@H:12]([C@H:13]2[CH2:17][C@@H:16]([O:18][CH3:37])[CH2:15][N:14]2[C:19]([O:21][C:22]([CH3:23])([CH3:24])[CH3:25])=[O:20])[O:11][C:10]([CH3:27])([CH3:26])[N:9]1[C:28]([O:30][CH2:31][CH2:32][Si:33]([CH3:36])([CH3:35])[CH3:34])=[O:29])[C:2]1[CH:7]=[CH:6][CH:5]=[CH:4][CH:3]=1. Given the reactants [CH2:1]([C@H:8]1[C@@H:12]([C@H:13]2[CH2:17][C@@H:16]([OH:18])[CH2:15][N:14]2[C:19]([O:21][C:22]([CH3:25])([CH3:24])[CH3:23])=[O:20])[O:11][C:10]([CH3:27])([CH3:26])[N:9]1[C:28]([O:30][CH2:31][CH2:32][Si:33]([CH3:36])([CH3:35])[CH3:34])=[O:29])[C:2]1[CH:7]=[CH:6][CH:5]=[CH:4][CH:3]=1.[CH3:37]I.[H-].[Na+], predict the reaction product. (2) Given the reactants [CH2:1]([O:4][C:5]([NH:7][C@H:8]([C:15]([OH:17])=O)[C@H:9]([C:11]([F:14])([F:13])[F:12])[CH3:10])=[O:6])[CH:2]=[CH2:3].[NH2:18][C:19]1[CH:20]=[C:21]([CH:33]=[CH:34][C:35]=1[Cl:36])[CH2:22][C:23]1([C:26]([O:28][C:29]([CH3:32])([CH3:31])[CH3:30])=[O:27])[CH2:25][CH2:24]1.CN(C(ON1N=NC2C=CC=NC1=2)=[N+](C)C)C.F[P-](F)(F)(F)(F)F, predict the reaction product. The product is: [CH2:1]([O:4][C:5]([NH:7][C@H:8]([C:15]([NH:18][C:19]1[CH:20]=[C:21]([CH:33]=[CH:34][C:35]=1[Cl:36])[CH2:22][C:23]1([C:26]([O:28][C:29]([CH3:32])([CH3:31])[CH3:30])=[O:27])[CH2:24][CH2:25]1)=[O:17])[C@H:9]([C:11]([F:12])([F:13])[F:14])[CH3:10])=[O:6])[CH:2]=[CH2:3]. (3) Given the reactants [CH2:1]([C:8]1[CH:13]=[C:12]([N+:14]([O-])=O)[C:11]([OH:17])=[C:10]([Br:18])[CH:9]=1)[C:2]1[CH:7]=[CH:6][CH:5]=[CH:4][CH:3]=1.C(O)(=O)C, predict the reaction product. The product is: [NH2:14][C:12]1[CH:13]=[C:8]([CH2:1][C:2]2[CH:7]=[CH:6][CH:5]=[CH:4][CH:3]=2)[CH:9]=[C:10]([Br:18])[C:11]=1[OH:17]. (4) Given the reactants [CH:1]1[C:10]2[C:5](=[CH:6][CH:7]=[CH:8][CH:9]=2)[CH:4]=[CH:3][C:2]=1[C:11]([CH2:13][CH2:14][CH2:15][CH2:16][CH2:17][CH2:18][C:19]([OH:21])=O)=[O:12].[NH2:22][C:23]1[S:24][CH:25]=[CH:26][N:27]=1.[C:28]1(N)C=CC=C[C:29]=1N, predict the reaction product. The product is: [S:24]1[CH:25]=[CH:26][N:27]=[C:23]1[NH:22][C:19](=[O:21])[CH2:18][CH2:17][CH2:16][CH2:15][CH2:14][CH2:13][C:11]([C:2]1[CH:1]=[CH:10][C:5]([C:6]2[CH:7]=[CH:8][CH:9]=[CH:29][CH:28]=2)=[CH:4][CH:3]=1)=[O:12]. (5) The product is: [F:27][C:23]1[CH:24]=[C:25]2[C:20](=[CH:21][CH:22]=1)[N:19]=[CH:18][C:17]([C:16]1[CH:15]=[N:14][N:13]3[C:8]([NH2:7])=[C:9]4[C:30]([CH3:31])=[CH:29][N:28]([CH:32]5[CH2:37][CH2:36][NH:35][CH2:34][CH2:33]5)[C:10]4=[N:11][C:12]=13)=[CH:26]2. Given the reactants C[Si](C)(C)CCOC[N:7](COCC[Si](C)(C)C)[C:8]1[N:13]2[N:14]=[CH:15][C:16]([C:17]3[CH:18]=[N:19][C:20]4[C:25]([CH:26]=3)=[CH:24][C:23]([F:27])=[CH:22][CH:21]=4)=[C:12]2[N:11]=[C:10]2[N:28]([CH:32]3[CH2:37][CH2:36][N:35](C(OC(C)(C)C)=O)[CH2:34][CH2:33]3)[CH:29]=[C:30]([CH3:31])[C:9]=12.C(O)(C(F)(F)F)=O.O, predict the reaction product. (6) The product is: [Cl:17][C:15]1[C:14]2[C:9](=[CH:10][C:11]([O:18][CH3:19])=[CH:12][CH:13]=2)[N:8]=[C:7]([N:1]2[CH:5]=[CH:4][CH:3]=[N:2]2)[CH:16]=1. Given the reactants [NH:1]1[CH:5]=[CH:4][CH:3]=[N:2]1.Cl[C:7]1[CH:16]=[C:15]([Cl:17])[C:14]2[C:9](=[CH:10][C:11]([O:18][CH3:19])=[CH:12][CH:13]=2)[N:8]=1, predict the reaction product.